This data is from Forward reaction prediction with 1.9M reactions from USPTO patents (1976-2016). The task is: Predict the product of the given reaction. (1) Given the reactants [Cl:1][C:2]1[CH:7]=[CH:6][C:5]([C:8]2[N:12]([CH:13]3[CH2:15][CH2:14]3)[C:11](=[O:16])[NH:10][CH:9]=2)=[CH:4][CH:3]=1.Cl[CH2:18][C:19]([O:21][CH2:22][CH3:23])=[O:20].C(=O)([O-])[O-].[K+].[K+], predict the reaction product. The product is: [CH2:22]([O:21][C:19](=[O:20])[CH2:18][N:10]1[CH:9]=[C:8]([C:5]2[CH:4]=[CH:3][C:2]([Cl:1])=[CH:7][CH:6]=2)[N:12]([CH:13]2[CH2:14][CH2:15]2)[C:11]1=[O:16])[CH3:23]. (2) Given the reactants [F:1][C:2]([F:38])([F:37])[C:3]1[CH:4]=[C:5]([CH2:13][O:14][CH:15]2[CH2:19][CH2:18][CH:17]([NH:20]C(OCC3C=CC=CC=3)=O)[CH:16]2[C:31]2[CH:36]=[CH:35][CH:34]=[CH:33][CH:32]=2)[CH:6]=[C:7]([C:9]([F:12])([F:11])[F:10])[CH:8]=1, predict the reaction product. The product is: [F:1][C:2]([F:37])([F:38])[C:3]1[CH:4]=[C:5]([CH2:13][O:14][CH:15]2[CH2:19][CH2:18][CH:17]([NH2:20])[CH:16]2[C:31]2[CH:36]=[CH:35][CH:34]=[CH:33][CH:32]=2)[CH:6]=[C:7]([C:9]([F:12])([F:11])[F:10])[CH:8]=1. (3) The product is: [NH2:32][C:28]1[CH:27]=[C:26]([CH:31]=[CH:30][CH:29]=1)[CH2:25][C:19]1[C:18]([Cl:35])=[C:17]([O:16][C:10]2[CH:11]=[C:12]([Cl:15])[C:13]([Cl:14])=[C:8]([CH2:7][C:6]3[CH:37]=[CH:38][CH:39]=[C:4]([NH2:1])[CH:5]=3)[C:9]=2[Cl:36])[CH:22]=[C:21]([Cl:23])[C:20]=1[Cl:24]. Given the reactants [N+:1]([C:4]1[CH:5]=[C:6]([CH:37]=[CH:38][CH:39]=1)[CH2:7][C:8]1[C:9]([Cl:36])=[C:10]([O:16][C:17]2[CH:22]=[C:21]([Cl:23])[C:20]([Cl:24])=[C:19]([CH2:25][C:26]3[CH:31]=[CH:30][CH:29]=[C:28]([N+:32]([O-])=O)[CH:27]=3)[C:18]=2[Cl:35])[CH:11]=[C:12]([Cl:15])[C:13]=1[Cl:14])([O-])=O.Cl[Sn]Cl, predict the reaction product. (4) Given the reactants [NH:1]1[CH2:6][CH2:5][NH:4][CH2:3][CH2:2]1.Cl[CH2:8][C:9]1[CH:14]=[CH:13][C:12]([F:15])=[CH:11][C:10]=1[F:16], predict the reaction product. The product is: [F:16][C:10]1[CH:11]=[C:12]([F:15])[CH:13]=[CH:14][C:9]=1[CH2:8][N:1]1[CH2:6][CH2:5][NH:4][CH2:3][CH2:2]1. (5) Given the reactants [C:1]1([C:7]2[N:11]=[C:10]([N:12]3[CH2:17][CH2:16][NH:15][CH2:14][CH2:13]3)[S:9][N:8]=2)[CH:6]=[CH:5][CH:4]=[CH:3][CH:2]=1.C(N(CC)CC)C.[C:25]([C:27]1[CH:28]=[C:29]([N:33]=[C:34]=[O:35])[CH:30]=[CH:31][CH:32]=1)#[N:26], predict the reaction product. The product is: [C:25]([C:27]1[CH:28]=[C:29]([NH:33][C:34]([N:15]2[CH2:16][CH2:17][N:12]([C:10]3[S:9][N:8]=[C:7]([C:1]4[CH:2]=[CH:3][CH:4]=[CH:5][CH:6]=4)[N:11]=3)[CH2:13][CH2:14]2)=[O:35])[CH:30]=[CH:31][CH:32]=1)#[N:26]. (6) Given the reactants [CH2:1]([O:3][C:4]([C:6]1[C:7]([CH3:13])=[N:8][NH:9][C:10]=1[NH:11][CH3:12])=[O:5])[CH3:2].[OH-].[Na+].I[CH3:17], predict the reaction product. The product is: [CH2:1]([O:3][C:4]([C:6]1[C:7]([CH3:13])=[N:8][N:9]([CH3:17])[C:10]=1[NH:11][CH3:12])=[O:5])[CH3:2]. (7) Given the reactants [C:1]([C:3]1[N:4]=[CH:5][C:6]([NH:9][C:10]2[CH:15]=[C:14]([NH:16][CH2:17][CH:18]3[CH2:23][CH2:22][CH2:21][N:20](C(OC(C)(C)C)=O)[CH2:19]3)[C:13]([N:31]3[CH:35]=[CH:34][C:33]([C:36]([O:38][CH2:39][CH3:40])=[O:37])=[CH:32]3)=[CH:12][N:11]=2)=[N:7][CH:8]=1)#[N:2], predict the reaction product. The product is: [C:1]([C:3]1[N:4]=[CH:5][C:6]([NH:9][C:10]2[N:11]=[CH:12][C:13]([N:31]3[CH:35]=[CH:34][C:33]([C:36]([O:38][CH2:39][CH3:40])=[O:37])=[CH:32]3)=[C:14]([NH:16][CH2:17][CH:18]3[CH2:23][CH2:22][CH2:21][NH:20][CH2:19]3)[CH:15]=2)=[N:7][CH:8]=1)#[N:2]. (8) Given the reactants [CH3:1][O:2][C:3]1[CH:4]=[C:5](/[C:11](=[CH:14]/[C:15]2[S:16][C:17]([N:20]3[CH2:25][CH2:24][CH:23]([OH:26])[CH2:22][CH2:21]3)=[CH:18][CH:19]=2)/[C:12]#[N:13])[CH:6]=[CH:7][C:8]=1[O:9][CH3:10].[Br:27][CH2:28][C:29](Br)=[O:30], predict the reaction product. The product is: [C:12](/[C:11](/[C:5]1[CH:6]=[CH:7][C:8]([O:9][CH3:10])=[C:3]([O:2][CH3:1])[CH:4]=1)=[CH:14]\[C:15]1[S:16][C:17]([N:20]2[CH2:21][CH2:22][CH:23]([O:26][C:29](=[O:30])[CH2:28][Br:27])[CH2:24][CH2:25]2)=[CH:18][CH:19]=1)#[N:13].